Dataset: Full USPTO retrosynthesis dataset with 1.9M reactions from patents (1976-2016). Task: Predict the reactants needed to synthesize the given product. (1) Given the product [CH3:14][O:15][C:3]([C:2]1[N:11]=[C:9]([NH:8][C:5]2[CH:6]=[CH:7][C:2]([Cl:1])=[C:3]([O:12][CH3:13])[CH:4]=2)[S:10][C:7]=1[CH3:6])=[O:12], predict the reactants needed to synthesize it. The reactants are: [Cl:1][C:2]1[CH:7]=[CH:6][C:5]([NH:8][C:9]([NH2:11])=[S:10])=[CH:4][C:3]=1[O:12][CH3:13].[CH3:14][OH:15]. (2) Given the product [CH:22]([O:1][C:2]1[CH:3]=[C:4]2[C:9](=[CH:10][C:11]=1[O:12][CH3:13])[O:8][CH2:7][CH2:6][C:5]2=[O:14])([CH3:23])[CH3:21], predict the reactants needed to synthesize it. The reactants are: [OH:1][C:2]1[CH:3]=[C:4]2[C:9](=[CH:10][C:11]=1[O:12][CH3:13])[O:8][CH2:7][CH2:6][C:5]2=[O:14].C([O-])([O-])=O.[K+].[K+].[CH3:21][CH2:22][CH3:23].